This data is from Forward reaction prediction with 1.9M reactions from USPTO patents (1976-2016). The task is: Predict the product of the given reaction. (1) Given the reactants [CH3:1][O:2][P:3]([CH:7]([O:12][CH3:13])[C:8]([O:10]C)=[O:9])([O:5][CH3:6])=[O:4].[OH-].[Na+].Cl, predict the reaction product. The product is: [CH3:1][O:2][P:3]([CH:7]([O:12][CH3:13])[C:8]([OH:10])=[O:9])([O:5][CH3:6])=[O:4]. (2) Given the reactants [Cl:1][C:2]1[CH:7]=[C:6]([CH2:8][N:9]2[CH2:13][CH2:12][CH2:11][C@H:10]2[C:14]([N:16]2[C:25]3[C:20](=[CH:21][CH:22]=[CH:23][CH:24]=3)[N:19]([CH:26]3[CH2:28][CH2:27]3)[CH2:18][CH2:17]2)=[O:15])[C:5]([Cl:29])=[CH:4][C:3]=1[CH2:30][CH2:31][C:32]([O:34]C(C)(C)C)=[O:33].C[Si](Br)(C)C, predict the reaction product. The product is: [Cl:1][C:2]1[CH:7]=[C:6]([CH2:8][N:9]2[CH2:13][CH2:12][CH2:11][C@H:10]2[C:14]([N:16]2[C:25]3[C:20](=[CH:21][CH:22]=[CH:23][CH:24]=3)[N:19]([CH:26]3[CH2:28][CH2:27]3)[CH2:18][CH2:17]2)=[O:15])[C:5]([Cl:29])=[CH:4][C:3]=1[CH2:30][CH2:31][C:32]([OH:34])=[O:33]. (3) Given the reactants [Br:1][C:2]1[CH:3]=[C:4]2[C:9](=[CH:10][CH:11]=1)[CH:8]=[C:7](OS(C(F)(F)F)(=O)=O)[CH:6]=[CH:5]2.[Br-].[Li+].[CH:22]([Mg]Br)([CH3:24])[CH3:23], predict the reaction product. The product is: [Br:1][C:2]1[CH:11]=[CH:10][C:9]2[C:4](=[CH:5][CH:6]=[C:7]([CH:22]([CH3:24])[CH3:23])[CH:8]=2)[CH:3]=1. (4) Given the reactants [C:1]([O:5][C:6](=[O:11])[NH:7][CH2:8][CH:9]=[CH2:10])([CH3:4])([CH3:3])[CH3:2].[H-].[Na+].[H][H].[CH2:16](I)[CH3:17], predict the reaction product. The product is: [C:1]([O:5][C:6](=[O:11])[N:7]([CH2:8][CH:9]=[CH2:10])[CH2:16][CH3:17])([CH3:4])([CH3:3])[CH3:2]. (5) Given the reactants [CH3:1][CH:2]1[C:13]2=[C:14]3[C:9](=[CH:10][CH:11]=[C:12]2[OH:15])[NH:8][CH:7]=[C:6]3[CH2:5][CH2:4][NH:3]1.[O:16](C(OC(C)(C)C)=O)[C:17]([O:19][C:20]([CH3:23])([CH3:22])[CH3:21])=O.N1[CH:36]=[CH:35]C=CC=1.C[OH:38], predict the reaction product. The product is: [C:35]([O:15][C:12]1[CH:11]=[CH:10][C:9]2[NH:8][CH:7]=[C:6]3[CH2:5][CH2:4][N:3]([C:17]([O:19][C:20]([CH3:23])([CH3:22])[CH3:21])=[O:16])[CH:2]([CH3:1])[C:13]=1[C:14]=23)(=[O:38])[CH3:36].